From a dataset of Reaction yield outcomes from USPTO patents with 853,638 reactions. Predict the reaction yield, written as a fraction of the theoretical maximum amount of product (1.0 means a 100% yield; for example, 0.34 means a 34% yield). (1) The reactants are [F:1][C:2]1[CH:27]=[C:26]([I:28])[CH:25]=[CH:24][C:3]=1[NH:4][C:5]1[C:6]([C:19]([O:21]CC)=[O:20])=[CH:7][N:8]([CH2:12][CH2:13][O:14][CH2:15][CH2:16][O:17][CH3:18])[C:9](=[O:11])[CH:10]=1.[OH-].[Na+]. The catalyst is CCO. The product is [F:1][C:2]1[CH:27]=[C:26]([I:28])[CH:25]=[CH:24][C:3]=1[NH:4][C:5]1[C:6]([C:19]([OH:21])=[O:20])=[CH:7][N:8]([CH2:12][CH2:13][O:14][CH2:15][CH2:16][O:17][CH3:18])[C:9](=[O:11])[CH:10]=1. The yield is 0.990. (2) The reactants are C(O[C:6](=O)[N:7](C)[C:8]1[S:12][C:11]([C:13]2[CH:14]=[N:15][CH:16]=[CH:17][CH:18]=2)=[N:10][C:9]=1[C:19]([F:22])([F:21])[F:20])(C)(C)C.FC(F)(F)C(O)=O. The catalyst is ClCCCl. The product is [CH3:6][NH:7][C:8]1[S:12][C:11]([C:13]2[CH:14]=[N:15][CH:16]=[CH:17][CH:18]=2)=[N:10][C:9]=1[C:19]([F:21])([F:20])[F:22]. The yield is 0.800. (3) The reactants are [CH2:1]([O:3][C:4](=[O:27])/[C:5](/[O:24][CH2:25][CH3:26])=[CH:6]/[C:7]1[C:15]2[O:14][CH:13]=[CH:12][C:11]=2[C:10]([O:16]CC2C=CC=CC=2)=[CH:9][CH:8]=1)[CH3:2]. The catalyst is CO.[Pd]. The product is [CH2:1]([O:3][C:4](=[O:27])[CH:5]([O:24][CH2:25][CH3:26])[CH2:6][C:7]1[C:15]2[O:14][CH2:13][CH2:12][C:11]=2[C:10]([OH:16])=[CH:9][CH:8]=1)[CH3:2]. The yield is 0.750. (4) The reactants are C[O-].[Na+].CO[C:6]([C:8]1[CH:13]=[N:12][CH:11]=[CH:10][N:9]=1)=[O:7].[C:14]([O:17][CH3:18])(=[O:16])[CH3:15]. The catalyst is C1(C)C=CC=CC=1. The product is [O:7]=[C:6]([C:8]1[CH:13]=[N:12][CH:11]=[CH:10][N:9]=1)[CH2:15][C:14]([O:17][CH3:18])=[O:16]. The yield is 0.500. (5) The reactants are [OH-].[Na+].[Cl:3][C:4]1[CH:5]=[C:6]2[C:11](=[CH:12][CH:13]=1)[CH:10]=[C:9]([S:14][CH2:15][C@@H:16]([OH:21])[C:17]([O:19]C)=[O:18])[CH:8]=[CH:7]2.Cl. The catalyst is C(O)C.O. The product is [Cl:3][C:4]1[CH:5]=[C:6]2[C:11](=[CH:12][CH:13]=1)[CH:10]=[C:9]([S:14][CH2:15][C@@H:16]([OH:21])[C:17]([OH:19])=[O:18])[CH:8]=[CH:7]2. The yield is 0.970. (6) The reactants are [CH:1]([O:14][C:15]1[C:24]2[N:23]=[CH:22][CH:21]=[CH:20][C:19]=2[C:18]([C:25]([OH:27])=O)=[C:17]2[CH2:28][N:29]([CH2:32][C:33]3[CH:38]=[CH:37][C:36]([F:39])=[CH:35][CH:34]=3)[C:30](=[O:31])[C:16]=12)([C:8]1[CH:13]=[CH:12][CH:11]=[CH:10][CH:9]=1)[C:2]1[CH:7]=[CH:6][CH:5]=[CH:4][CH:3]=1.[NH2:40][CH2:41][C:42]1[CH:47]=[CH:46][CH:45]=[CH:44][N:43]=1.C(N(CC)CC)C.Cl.CN(C)CCCN=C=NCC.O.ON1C2C=CC=CC=2N=N1. The catalyst is CN(C)C=O. The product is [N:43]1[CH:44]=[CH:45][CH:46]=[CH:47][C:42]=1[CH2:41][NH:40][C:25]([C:18]1[C:19]2[CH:20]=[CH:21][CH:22]=[N:23][C:24]=2[C:15]([O:14][CH:1]([C:2]2[CH:3]=[CH:4][CH:5]=[CH:6][CH:7]=2)[C:8]2[CH:9]=[CH:10][CH:11]=[CH:12][CH:13]=2)=[C:16]2[C:30](=[O:31])[N:29]([CH2:32][C:33]3[CH:38]=[CH:37][C:36]([F:39])=[CH:35][CH:34]=3)[CH2:28][C:17]=12)=[O:27]. The yield is 0.590. (7) The reactants are [CH2:1]([NH2:8])[C:2]1C=CC=[CH:4][CH:3]=1.C(=O)(O[CH2:13][CH:14]=[CH:15][C:16]1[CH:21]=[CH:20][CH:19]=[CH:18][CH:17]=1)OC.N1CCCC1. The catalyst is C1COCC1. The product is [C:16]1([CH:15]([N:8]2[CH2:1][CH2:2][CH2:3][CH2:4]2)[CH:14]=[CH2:13])[CH:21]=[CH:20][CH:19]=[CH:18][CH:17]=1. The yield is 0.610.